This data is from Full USPTO retrosynthesis dataset with 1.9M reactions from patents (1976-2016). The task is: Predict the reactants needed to synthesize the given product. (1) Given the product [CH2:27]([N:29]1[C:30]2[CH:35]=[CH:34][CH:33]=[CH:32][C:31]=2[N:36]=[C:20]1[C:14]1[NH:15][C:16](=[O:19])[C:17]2[C:12]([CH:13]=1)=[CH:11][CH:10]=[C:9]([N:5]1[CH2:4][C@H:3]([CH2:2][OH:1])[O:7][C:6]1=[O:8])[CH:18]=2)[CH3:28], predict the reactants needed to synthesize it. The reactants are: [OH:1][CH2:2][C@@H:3]1[O:7][C:6](=[O:8])[N:5]([C:9]2[CH:18]=[C:17]3[C:12]([CH:13]=[C:14]([CH:20](OCC)OCC)[NH:15][C:16]3=[O:19])=[CH:11][CH:10]=2)[CH2:4]1.[CH2:27]([NH:29][C:30]1[C:31]([NH2:36])=[CH:32][CH:33]=[CH:34][CH:35]=1)[CH3:28]. (2) Given the product [CH3:6][O:5][C:4]1[CH:3]=[C:2]([C:1]([N:52]2[CH2:53][CH2:54][N:49]([C:46]3[CH:45]=[CH:44][C:43]([N+:40]([O-:42])=[O:41])=[CH:48][CH:47]=3)[CH2:50][CH2:51]2)=[O:14])[CH:12]=[C:9]([O:10][CH3:11])[C:7]=1[OH:8], predict the reactants needed to synthesize it. The reactants are: [C:1]([OH:14])(=O)[C:2]1[CH:12]=[C:9]([O:10][CH3:11])[C:7]([OH:8])=[C:4]([O:5][CH3:6])[CH:3]=1.OC1C2N=NNC=2C=CC=1.C1(N=C=NC2CCCCC2)CCCCC1.[N+:40]([C:43]1[CH:48]=[CH:47][C:46]([N:49]2[CH2:54][CH2:53][NH:52][CH2:51][CH2:50]2)=[CH:45][CH:44]=1)([O-:42])=[O:41].C(NC1CCCCC1)(NC1CCCCC1)=O. (3) Given the product [CH2:1]([O:3][C:4]([C:6]1[CH:10]=[C:9]([C:11]2[CH:16]=[CH:15][N:14]=[C:13]([NH:17][C:19]3[CH:24]=[CH:23][C:22]([N:25]4[CH2:30][CH2:29][N:28]([CH3:31])[CH2:27][CH2:26]4)=[CH:21][C:20]=3[O:32][C:33]([F:34])([F:36])[F:35])[N:12]=2)[NH:8][CH:7]=1)=[O:5])[CH3:2], predict the reactants needed to synthesize it. The reactants are: [CH2:1]([O:3][C:4]([C:6]1[CH:10]=[C:9]([C:11]2[CH:16]=[CH:15][N:14]=[C:13]([NH2:17])[N:12]=2)[NH:8][CH:7]=1)=[O:5])[CH3:2].I[C:19]1[CH:24]=[CH:23][C:22]([N:25]2[CH2:30][CH2:29][N:28]([CH3:31])[CH2:27][CH2:26]2)=[CH:21][C:20]=1[O:32][C:33]([F:36])([F:35])[F:34].C(=O)([O-])[O-].[Cs+].[Cs+].CC1(C)C2C(=C(P(C3C=CC=CC=3)C3C=CC=CC=3)C=CC=2)OC2C(P(C3C=CC=CC=3)C3C=CC=CC=3)=CC=CC1=2. (4) The reactants are: Br[C:2]1[C:11]2[C:6](=[C:7]([F:12])[CH:8]=[CH:9][CH:10]=2)[N:5]=[C:4]([C:13]([NH:15][C@H:16]2[CH2:21][CH2:20][CH2:19][CH2:18][C@@H:17]2[OH:22])=[O:14])[CH:3]=1.[CH:23]([B-](F)(F)F)=[CH2:24].[K+].C(=O)([O-])[O-].[Cs+].[Cs+].ClCCl. Given the product [CH:23]([C:2]1[C:11]2[C:6](=[C:7]([F:12])[CH:8]=[CH:9][CH:10]=2)[N:5]=[C:4]([C:13]([NH:15][C@H:16]2[CH2:21][CH2:20][CH2:19][CH2:18][C@@H:17]2[OH:22])=[O:14])[CH:3]=1)=[CH2:24], predict the reactants needed to synthesize it. (5) Given the product [C:16]1([NH:15][C:2]2[CH:7]=[CH:6][C:5]([C:8]3[CH:13]=[CH:12][C:11]([NH:15][C:16]4[C:25]5[C:20](=[CH:21][CH:22]=[CH:23][CH:24]=5)[CH:19]=[CH:18][CH:17]=4)=[CH:10][CH:9]=3)=[CH:4][CH:3]=2)[C:25]2[C:20](=[CH:21][CH:22]=[CH:23][CH:24]=2)[CH:19]=[CH:18][CH:17]=1, predict the reactants needed to synthesize it. The reactants are: I[C:2]1[CH:7]=[CH:6][C:5]([C:8]2[CH:13]=[CH:12][C:11](I)=[CH:10][CH:9]=2)=[CH:4][CH:3]=1.[NH2:15][C:16]1[C:25]2[C:20](=[CH:21][CH:22]=[CH:23][CH:24]=2)[CH:19]=[CH:18][CH:17]=1.C(=O)([O-])[O-].[K+].[K+]. (6) The reactants are: [Cl:1][C:2]1[CH:19]=[CH:18][C:17]([C:20]2[CH:24]=[C:23]([CH3:25])[N:22]([CH2:26][CH:27]3[CH2:29][O:28]3)[N:21]=2)=[CH:16][C:3]=1[C:4]([NH:6][CH2:7][C:8]1([OH:15])[CH2:14][CH2:13][CH2:12][CH2:11][CH2:10][CH2:9]1)=[O:5].[NH3:30]. Given the product [NH2:30][CH2:29][CH:27]([OH:28])[CH2:26][N:22]1[C:23]([CH3:25])=[CH:24][C:20]([C:17]2[CH:18]=[CH:19][C:2]([Cl:1])=[C:3]([CH:16]=2)[C:4]([NH:6][CH2:7][C:8]2([OH:15])[CH2:14][CH2:13][CH2:12][CH2:11][CH2:10][CH2:9]2)=[O:5])=[N:21]1, predict the reactants needed to synthesize it.